This data is from Reaction yield outcomes from USPTO patents with 853,638 reactions. The task is: Predict the reaction yield, written as a fraction of the theoretical maximum amount of product (1.0 means a 100% yield; for example, 0.34 means a 34% yield). (1) The reactants are [OH:1][CH2:2][C:3]1[CH:4]=[C:5]([S:9][C:10]2[CH:11]=[C:12]([CH:15]=[CH:16][N:17]=2)[C:13]#[N:14])[CH:6]=[CH:7][CH:8]=1.[OH:18][C:19]1[C:24]([CH2:25][CH2:26][CH3:27])=[C:23](O)[CH:22]=[CH:21][C:20]=1[C:29](=[O:31])[CH3:30]. No catalyst specified. The product is [C:29]([C:20]1[CH:21]=[CH:22][C:23]([O:1][CH2:2][C:3]2[CH:4]=[C:5]([S:9][C:10]3[CH:11]=[C:12]([CH:15]=[CH:16][N:17]=3)[C:13]#[N:14])[CH:6]=[CH:7][CH:8]=2)=[C:24]([CH2:25][CH2:26][CH3:27])[C:19]=1[OH:18])(=[O:31])[CH3:30]. The yield is 0.810. (2) The yield is 0.700. The product is [CH3:28][C:29]1[N:33]([C:2]2[N:3]=[C:4]([N:22]3[CH2:23][CH2:24][O:25][CH2:26][CH2:27]3)[C:5]3[S:10][C:9]([CH2:11][N:12]4[CH2:15][CH:14]([N:16]5[CH2:21][CH2:20][O:19][CH2:18][CH2:17]5)[CH2:13]4)=[N:8][C:6]=3[N:7]=2)[C:32]2[CH:34]=[CH:35][CH:36]=[CH:37][C:31]=2[N:30]=1. The reactants are Cl[C:2]1[N:3]=[C:4]([N:22]2[CH2:27][CH2:26][O:25][CH2:24][CH2:23]2)[C:5]2[S:10][C:9]([CH2:11][N:12]3[CH2:15][CH:14]([N:16]4[CH2:21][CH2:20][O:19][CH2:18][CH2:17]4)[CH2:13]3)=[N:8][C:6]=2[N:7]=1.[CH3:28][C:29]1[NH:33][C:32]2[CH:34]=[CH:35][CH:36]=[CH:37][C:31]=2[N:30]=1.CC(C1C=C(C(C)C)C(C2C=CC=CC=2P(C2CCCCC2)C2CCCCC2)=C(C(C)C)C=1)C.C(=O)([O-])[O-].[Cs+].[Cs+]. The catalyst is O1CCOCC1.C1C=CC(/C=C/C(/C=C/C2C=CC=CC=2)=O)=CC=1.C1C=CC(/C=C/C(/C=C/C2C=CC=CC=2)=O)=CC=1.C1C=CC(/C=C/C(/C=C/C2C=CC=CC=2)=O)=CC=1.[Pd].[Pd]. (3) The reactants are [C:1]([O:9][CH:10]1[CH2:15][CH2:14][N:13]([CH2:16][CH:17](OS(C)(=O)=O)[CH2:18][C:19]#[N:20])[CH2:12][CH:11]1[F:26])(=[O:8])[C:2]1[CH:7]=[CH:6][CH:5]=[CH:4][CH:3]=1.[NH:27]1[CH:31]=[C:30]([C:32]2[C:33]3[CH:40]=[CH:39][N:38]([CH2:41][O:42][CH2:43][CH2:44][Si:45]([CH3:48])([CH3:47])[CH3:46])[C:34]=3[N:35]=[CH:36][N:37]=2)[CH:29]=[N:28]1.C(=O)([O-])[O-].[K+].[K+]. The catalyst is CN(C=O)C.C(OCC)(=O)C. The product is [C:1]([O:9][CH:10]1[CH2:15][CH2:14][N:13]([CH2:16][CH:17]([N:27]2[CH:31]=[C:30]([C:32]3[C:33]4[CH:40]=[CH:39][N:38]([CH2:41][O:42][CH2:43][CH2:44][Si:45]([CH3:48])([CH3:47])[CH3:46])[C:34]=4[N:35]=[CH:36][N:37]=3)[CH:29]=[N:28]2)[CH2:18][C:19]#[N:20])[CH2:12][CH:11]1[F:26])(=[O:8])[C:2]1[CH:7]=[CH:6][CH:5]=[CH:4][CH:3]=1. The yield is 0.610. (4) The reactants are [CH2:1]([O:3][C:4]1[C:12]2[CH2:11][N:10]([C:13]3[CH:18]=[CH:17][C:16]([CH2:19][C:20]([O:22]CC)=[O:21])=[C:15]([F:25])[CH:14]=3)[C:9](=[O:26])[C:8]=2[C:7]([O:27][CH2:28][CH3:29])=[C:6]2[CH:30]=[CH:31][CH:32]=[CH:33][C:5]=12)[CH3:2].C(O)(=O)C.Cl.ClCCl. The catalyst is CO. The product is [CH2:1]([O:3][C:4]1[C:12]2[CH2:11][N:10]([C:13]3[CH:18]=[CH:17][C:16]([CH2:19][C:20]([OH:22])=[O:21])=[C:15]([F:25])[CH:14]=3)[C:9](=[O:26])[C:8]=2[C:7]([O:27][CH2:28][CH3:29])=[C:6]2[CH:30]=[CH:31][CH:32]=[CH:33][C:5]=12)[CH3:2]. The yield is 0.870. (5) The reactants are [ClH:1].[NH2:2][CH:3]([C:8]([OH:10])=[O:9])[CH2:4][N:5]([CH3:7])[CH3:6].[CH3:11]O. No catalyst specified. The product is [ClH:1].[CH3:11][O:9][C:8](=[O:10])[CH:3]([CH2:4][N:5]([CH3:7])[CH3:6])[NH2:2]. The yield is 1.00. (6) The reactants are C(OC([NH:8][C@H:9]([C:14](O)=[O:15])[CH2:10][CH:11]([CH3:13])[CH3:12])=O)(C)(C)C.[F:17][C:18]([F:31])([F:30])[C:19]1[CH:20]=[C:21]([CH:23]=[C:24]([C:26]([F:29])([F:28])[F:27])[CH:25]=1)[NH2:22]. No catalyst specified. The product is [NH2:8][C@@H:9]([CH2:10][CH:11]([CH3:13])[CH3:12])[C:14]([NH:22][C:21]1[CH:20]=[C:19]([C:18]([F:30])([F:31])[F:17])[CH:25]=[C:24]([C:26]([F:27])([F:28])[F:29])[CH:23]=1)=[O:15]. The yield is 0.252. (7) The reactants are C[O:2][C:3](=[O:24])[CH:4]([C:11]1[CH:16]=[CH:15][C:14]([S:17]([CH3:20])(=[O:19])=[O:18])=[C:13]([N+:21]([O-:23])=[O:22])[CH:12]=1)[CH2:5][CH:6]1[CH2:10][CH2:9][CH2:8][CH2:7]1.[OH-].[Li+]. The catalyst is O1CCCC1. The product is [CH:6]1([CH2:5][CH:4]([C:11]2[CH:16]=[CH:15][C:14]([S:17]([CH3:20])(=[O:19])=[O:18])=[C:13]([N+:21]([O-:23])=[O:22])[CH:12]=2)[C:3]([OH:24])=[O:2])[CH2:10][CH2:9][CH2:8][CH2:7]1. The yield is 0.870. (8) The reactants are C(OC([NH:8][C@@H:9]([C:18]1[CH:23]=[CH:22][CH:21]=[CH:20][CH:19]=1)[C:10]([N:12]1[CH2:17][CH2:16][O:15][CH2:14][CH2:13]1)=[O:11])=O)(C)(C)C.[ClH:24].C(OCC)C. The catalyst is O1CCOCC1. The product is [ClH:24].[N:12]1([C:10](=[O:11])[C@@H:9]([NH2:8])[C:18]2[CH:23]=[CH:22][CH:21]=[CH:20][CH:19]=2)[CH2:17][CH2:16][O:15][CH2:14][CH2:13]1. The yield is 0.900. (9) The reactants are [Li+].C[Si]([N-][Si](C)(C)C)(C)C.[CH3:11][O:12][C:13]([CH:15]1[CH2:19][C:18](=[O:20])[N:17]([C:21]2[C:26]([CH3:27])=[CH:25][CH:24]=[CH:23][C:22]=2[CH3:28])[CH2:16]1)=[O:14].Br[CH2:30][C:31]([CH3:33])=[CH2:32].[NH4+].[Cl-]. The catalyst is C1COCC1. The product is [CH3:11][O:12][C:13]([C:15]1([CH2:32][C:31]([CH3:33])=[CH2:30])[CH2:19][C:18](=[O:20])[N:17]([C:21]2[C:26]([CH3:27])=[CH:25][CH:24]=[CH:23][C:22]=2[CH3:28])[CH2:16]1)=[O:14]. The yield is 0.530.